From a dataset of Retrosynthesis with 50K atom-mapped reactions and 10 reaction types from USPTO. Predict the reactants needed to synthesize the given product. (1) Given the product COC(=O)c1ccc(C(C)(C)OC)cc1, predict the reactants needed to synthesize it. The reactants are: CI.COC(=O)c1ccc(C(C)(C)O)cc1. (2) Given the product C#CCNc1ccc(S(=O)(=O)N(C)CC(=O)O)cc1, predict the reactants needed to synthesize it. The reactants are: C#CCNc1ccc(S(=O)(=O)N(C)CC(=O)OC(C)(C)C)cc1. (3) Given the product N#C[C@@]1(C2CC2)CCN(c2ccnc(Nc3cnn(C4(CO)CCC4)c3)n2)C1=O, predict the reactants needed to synthesize it. The reactants are: N#C[C@@]1(C2CC2)CCN(c2ccnc(Cl)n2)C1=O.Nc1cnn(C2(CO)CCC2)c1. (4) Given the product COC1CCc2cc(C#Cc3cccc(Br)c3)ccc2C1, predict the reactants needed to synthesize it. The reactants are: Brc1cccc(I)c1.C#Cc1ccc2c(c1)CCC(OC)C2. (5) Given the product COC(=O)[C@H]1NCCC[C@H]1C, predict the reactants needed to synthesize it. The reactants are: COC(=O)c1ncccc1C. (6) Given the product CC(=O)Nc1nc2c(Oc3cc(-c4ccc(C(F)(F)F)cc4)nc(OC(C)c4ccc(F)cc4)n3)cccc2s1, predict the reactants needed to synthesize it. The reactants are: CC(=O)Nc1nc2c(Oc3cc(-c4ccc(C(F)(F)F)cc4)nc(Cl)n3)cccc2s1.CC(O)c1ccc(F)cc1. (7) Given the product CC(C)N(C(=O)c1ccc2cc(Br)ccc2c1)C(C)C, predict the reactants needed to synthesize it. The reactants are: CC(C)NC(C)C.O=C(Cl)c1ccc2cc(Br)ccc2c1.